Dataset: Forward reaction prediction with 1.9M reactions from USPTO patents (1976-2016). Task: Predict the product of the given reaction. (1) Given the reactants [CH2:1]([O:3][C:4]1[C:13]2[C:8](=[CH:9][C:10]([F:14])=[CH:11][CH:12]=2)[C:7]([O:15][CH2:16][CH3:17])=[C:6]([C:18]([O:20]CC)=[O:19])[C:5]=1[C:23]([O:25]CC)=[O:24])[CH3:2].[OH-].[Na+], predict the reaction product. The product is: [CH2:1]([O:3][C:4]1[C:13]2[C:8](=[CH:9][C:10]([F:14])=[CH:11][CH:12]=2)[C:7]([O:15][CH2:16][CH3:17])=[C:6]([C:18]([OH:20])=[O:19])[C:5]=1[C:23]([OH:25])=[O:24])[CH3:2]. (2) Given the reactants [N+:1]([CH:4]1[CH2:12][CH2:11][CH2:10][C:9]2[C:8](=[O:13])[O:7][CH2:6][C:5]1=2)([O-:3])=[O:2].[Br:14]N1C(=O)CCC1=O.C(OOC(=O)C1C=CC=CC=1)(=O)C1C=CC=CC=1.C(Cl)Cl, predict the reaction product. The product is: [Br:14][CH:6]1[C:5]2[CH:4]([N+:1]([O-:3])=[O:2])[CH2:12][CH2:11][CH2:10][C:9]=2[C:8](=[O:13])[O:7]1. (3) The product is: [CH3:1][O:2][C:3](=[O:16])[C:4]1[CH:9]=[C:8]([S:10](=[O:14])(=[O:13])[NH:11][CH3:12])[CH:7]=[CH:6][C:5]=1[O:15][CH:25]([CH3:26])[C:24]([F:36])([F:35])[F:23]. Given the reactants [CH3:1][O:2][C:3](=[O:16])[C:4]1[CH:9]=[C:8]([S:10](=[O:14])(=[O:13])[NH:11][CH3:12])[CH:7]=[CH:6][C:5]=1[OH:15].C(=O)([O-])[O-].[K+].[K+].[F:23][C:24]([F:36])([F:35])[CH:25](OS(C(F)(F)F)(=O)=O)[CH3:26], predict the reaction product. (4) Given the reactants [CH3:1][O:2][C:3]1[CH:8]=[C:7]([O:9][CH3:10])[CH:6]=[C:5]([O:11][CH3:12])[C:4]=1[CH2:13][CH2:14][NH2:15].[CH3:16][O:17][C:18]1[CH:23]=[CH:22][C:21]([S:24](Cl)(=[O:26])=[O:25])=[CH:20][C:19]=1[N+:28]([O-:30])=[O:29], predict the reaction product. The product is: [CH3:16][O:17][C:18]1[CH:23]=[CH:22][C:21]([S:24]([NH:15][CH2:14][CH2:13][C:4]2[C:5]([O:11][CH3:12])=[CH:6][C:7]([O:9][CH3:10])=[CH:8][C:3]=2[O:2][CH3:1])(=[O:25])=[O:26])=[CH:20][C:19]=1[N+:28]([O-:30])=[O:29]. (5) Given the reactants [CH3:1][O:2][C:3]([C:5]1[C:10]([CH3:11])=[CH:9][CH:8]=[CH:7][N+:6]=1[O-])=[O:4].O=P(Cl)(Cl)[Cl:15], predict the reaction product. The product is: [Cl:15][C:7]1[N:6]=[C:5]([C:3]([O:2][CH3:1])=[O:4])[C:10]([CH3:11])=[CH:9][CH:8]=1. (6) Given the reactants [N:1]1[CH:6]=[CH:5][CH:4]=[C:3]([C:7]2[N:8]=[N:9][N:10]([CH2:12][C:13]3[CH:18]=[CH:17][C:16]([CH2:19][CH2:20][NH2:21])=[CH:15][CH:14]=3)[CH:11]=2)[CH:2]=1.[C:22]1([C:31]2[CH:36]=[CH:35][CH:34]=[CH:33][CH:32]=2)[C:23]([C:28](O)=[O:29])=[CH:24][CH:25]=[CH:26][CH:27]=1, predict the reaction product. The product is: [N:1]1[CH:6]=[CH:5][CH:4]=[C:3]([C:7]2[N:8]=[N:9][N:10]([CH2:12][C:13]3[CH:18]=[CH:17][C:16]([CH2:19][CH2:20][NH:21][C:28]([C:23]4[C:22]([C:31]5[CH:36]=[CH:35][CH:34]=[CH:33][CH:32]=5)=[CH:27][CH:26]=[CH:25][CH:24]=4)=[O:29])=[CH:15][CH:14]=3)[CH:11]=2)[CH:2]=1. (7) Given the reactants Br[C:2]1[CH:11]=[CH:10][C:9]2[N:8]=[CH:7][C:6]3[N:12]([CH3:23])[C:13](=[O:22])[N:14]([C:15]4[C:16]([CH3:21])=[N:17][N:18]([CH3:20])[CH:19]=4)[C:5]=3[C:4]=2[CH:3]=1.[CH:24]([O:27][C:28]1[C:29]([CH2:43][O:44][CH3:45])=[N:30][CH:31]=[C:32](B2OC(C)(C)C(C)(C)O2)[CH:33]=1)([CH3:26])[CH3:25], predict the reaction product. The product is: [CH3:20][N:18]1[CH:19]=[C:15]([N:14]2[C:5]3[C:4]4[CH:3]=[C:2]([C:32]5[CH:31]=[N:30][C:29]([CH2:43][O:44][CH3:45])=[C:28]([O:27][CH:24]([CH3:26])[CH3:25])[CH:33]=5)[CH:11]=[CH:10][C:9]=4[N:8]=[CH:7][C:6]=3[N:12]([CH3:23])[C:13]2=[O:22])[C:16]([CH3:21])=[N:17]1.